From a dataset of Full USPTO retrosynthesis dataset with 1.9M reactions from patents (1976-2016). Predict the reactants needed to synthesize the given product. (1) Given the product [C:1]1([CH:7]2[O:11][N:10]=[C:9]([C:12]3[N:13]=[C:14]([CH:17]4[CH2:22][CH2:21][N:20]([C:30]([NH:29][C:23]5[CH:28]=[CH:27][CH:26]=[CH:25][CH:24]=5)=[O:31])[CH2:19][CH2:18]4)[S:15][CH:16]=3)[CH2:8]2)[CH:2]=[CH:3][CH:4]=[CH:5][CH:6]=1, predict the reactants needed to synthesize it. The reactants are: [C:1]1([CH:7]2[O:11][N:10]=[C:9]([C:12]3[N:13]=[C:14]([CH:17]4[CH2:22][CH2:21][NH:20][CH2:19][CH2:18]4)[S:15][CH:16]=3)[CH2:8]2)[CH:6]=[CH:5][CH:4]=[CH:3][CH:2]=1.[C:23]1([N:29]=[C:30]=[O:31])[CH:28]=[CH:27][CH:26]=[CH:25][CH:24]=1.C(OCC)C. (2) The reactants are: Cl.Cl.[CH:3]1([N:7]2[CH2:13][CH2:12][CH2:11][NH:10][CH2:9][CH2:8]2)[CH2:6][CH2:5][CH2:4]1.[OH-:14].[Na+].[Cl:16][C:17]1[CH:24]=[CH:23][C:20]([CH2:21]Cl)=[CH:19][N:18]=1. Given the product [Cl:16][C:17]1[N:18]=[CH:19][C:20]([C:21]([N:10]2[CH2:11][CH2:12][CH2:13][N:7]([CH:3]3[CH2:6][CH2:5][CH2:4]3)[CH2:8][CH2:9]2)=[O:14])=[CH:23][CH:24]=1, predict the reactants needed to synthesize it. (3) Given the product [N:57]([CH2:41][CH2:40][C:35]1[CH:36]=[CH:37][CH:38]=[CH:39][C:34]=1[O:33][CH2:32][CH2:31][O:30][CH:18]1[CH:17]([C:14]2[CH:13]=[CH:12][C:11]([O:10][CH2:9][CH2:8][CH2:7][O:6][CH2:5][C:4]3[CH:53]=[CH:54][CH:55]=[CH:56][C:3]=3[O:2][CH3:1])=[CH:16][CH:15]=2)[CH2:22][CH2:21][N:20]([C:23]([O:25][C:26]([CH3:27])([CH3:28])[CH3:29])=[O:24])[CH2:19]1)=[N+:58]=[N-:59], predict the reactants needed to synthesize it. The reactants are: [CH3:1][O:2][C:3]1[CH:56]=[CH:55][CH:54]=[CH:53][C:4]=1[CH2:5][O:6][CH2:7][CH2:8][CH2:9][O:10][C:11]1[CH:16]=[CH:15][C:14]([CH:17]2[CH2:22][CH2:21][N:20]([C:23]([O:25][C:26]([CH3:29])([CH3:28])[CH3:27])=[O:24])[CH2:19][CH:18]2[O:30][CH2:31][CH2:32][O:33][C:34]2[CH:39]=[CH:38][CH:37]=[CH:36][C:35]=2[CH2:40][CH2:41]OS(C2C=CC(C)=CC=2)(=O)=O)=[CH:13][CH:12]=1.[N-:57]=[N+:58]=[N-:59].[Na+]. (4) Given the product [O:16]1[C:11]2([CH2:10][CH2:9][NH:8][CH2:19][CH2:18]2)[CH2:12][NH:13][C:14](=[O:17])[CH2:15]1, predict the reactants needed to synthesize it. The reactants are: C([N:8]1[CH2:19][CH2:18][C:11]2([O:16][CH2:15][C:14](=[O:17])[NH:13][CH2:12]2)[CH2:10][CH2:9]1)C1C=CC=CC=1. (5) Given the product [CH2:23]([C:19]1[C:20]([CH3:21])=[N:16][C:13]2[N:12]([N:11]=[C:10]3[CH2:9][NH:8][CH2:15][C:14]3=2)[C:17]=1[CH3:18])[CH3:24], predict the reactants needed to synthesize it. The reactants are: C(OC([N:8]1[CH2:15][C:14]2[C:10](=[N:11][NH:12][C:13]=2[NH2:16])[CH2:9]1)=O)(C)(C)C.[CH2:17]([CH:19]([C:23](=O)[CH3:24])[C:20](=O)[CH3:21])[CH3:18].Cl. (6) Given the product [ClH:1].[ClH:31].[Cl:1][C:2]1[CH:11]=[C:10]2[C:5]([CH:6]=[CH:7][C:8]([CH3:12])=[N:9]2)=[C:4]([N:13]2[CH2:14][CH2:15][N:16]([CH2:19][CH2:20][C:21]3[CH:22]=[C:23]([NH:24][C:28](=[O:30])[CH3:29])[CH:25]=[CH:26][CH:27]=3)[CH2:17][CH2:18]2)[CH:3]=1, predict the reactants needed to synthesize it. The reactants are: [Cl:1][C:2]1[CH:11]=[C:10]2[C:5]([CH:6]=[CH:7][C:8]([CH3:12])=[N:9]2)=[C:4]([N:13]2[CH2:18][CH2:17][N:16]([CH2:19][CH2:20][C:21]3[CH:22]=[C:23]([CH:25]=[CH:26][CH:27]=3)[NH2:24])[CH2:15][CH2:14]2)[CH:3]=1.[C:28]([Cl:31])(=[O:30])[CH3:29]. (7) Given the product [CH3:10][C@@H:9]1[C:11]2[N:12]([S:19]([C:22]3[CH:28]=[CH:27][C:25]([CH3:26])=[CH:24][CH:23]=3)(=[O:21])=[O:20])[CH:13]=[CH:14][C:15]=2[C:16](=[O:17])[NH:8]1, predict the reactants needed to synthesize it. The reactants are: FC(F)(F)C(O)=O.[NH2:8][C@@H:9]([C:11]1[N:12]([S:19]([C:22]2[CH:28]=[CH:27][C:25]([CH3:26])=[CH:24][CH:23]=2)(=[O:21])=[O:20])[CH:13]=[CH:14][C:15]=1[C:16](O)=[O:17])[CH3:10].CCN(C(C)C)C(C)C.CCCP1(OP(CCC)(=O)OP(CCC)(=O)O1)=O.C([O-])(O)=O.[Na+]. (8) The reactants are: [Cl:1][C:2]1[CH:26]=[CH:25][C:5]([C:6]([NH:8][CH:9]([CH2:13][C:14]2[C:23]3[C:18](=[CH:19][CH:20]=[CH:21][CH:22]=3)[NH:17][C:16](=[O:24])[CH:15]=2)[C:10]([OH:12])=[S:11])=[O:7])=[CH:4][CH:3]=1.Br[CH2:28][CH2:29][CH3:30]. Given the product [Cl:1][C:2]1[CH:3]=[CH:4][C:5]([C:6]([NH:8][CH:9]([CH2:13][C:14]2[C:23]3[C:18](=[CH:19][CH:20]=[CH:21][CH:22]=3)[NH:17][C:16](=[O:24])[CH:15]=2)[C:10]([S:11][CH2:28][CH2:29][CH3:30])=[O:12])=[O:7])=[CH:25][CH:26]=1, predict the reactants needed to synthesize it. (9) Given the product [CH2:40]([S:41]([NH:44][C:19]([CH:18]1[C:17]2[C:12](=[CH:13][CH:14]=[CH:15][CH:16]=2)[C:11](=[O:22])[N:10]([CH:23]2[CH2:28][CH2:27][CH2:26][CH2:25][CH:24]2[NH:29][S:30]([CH3:33])(=[O:32])=[O:31])[CH:9]1[C:3]1[CH:4]=[CH:5][C:6]([Cl:8])=[CH:7][C:2]=1[Cl:1])=[O:20])(=[O:43])=[O:42])[C:34]1[CH:39]=[CH:38][CH:37]=[CH:36][CH:35]=1, predict the reactants needed to synthesize it. The reactants are: [Cl:1][C:2]1[CH:7]=[C:6]([Cl:8])[CH:5]=[CH:4][C:3]=1[CH:9]1[CH:18]([C:19](O)=[O:20])[C:17]2[C:12](=[CH:13][CH:14]=[CH:15][CH:16]=2)[C:11](=[O:22])[N:10]1[CH:23]1[CH2:28][CH2:27][CH2:26][CH2:25][CH:24]1[NH:29][S:30]([CH3:33])(=[O:32])=[O:31].[C:34]1([CH2:40][S:41]([NH2:44])(=[O:43])=[O:42])[CH:39]=[CH:38][CH:37]=[CH:36][CH:35]=1.CCN=C=NCCCN(C)C.Cl.Cl. (10) Given the product [NH2:8][C:5]1[C:4]([N+:9]([O-:11])=[O:10])=[C:3]([N:16]2[CH2:15][CH2:14][N:13]([CH2:19][C:20]([N:22]3[CH2:23][CH2:24][CH2:25][CH2:26]3)=[O:21])[CH2:18][CH2:17]2)[C:2]([Br:1])=[CH:7][N:6]=1, predict the reactants needed to synthesize it. The reactants are: [Br:1][C:2]1[C:3](Cl)=[C:4]([N+:9]([O-:11])=[O:10])[C:5]([NH2:8])=[N:6][CH:7]=1.[N:13]1([CH2:19][C:20]([N:22]2[CH2:26][CH2:25][CH2:24][CH2:23]2)=[O:21])[CH2:18][CH2:17][NH:16][CH2:15][CH2:14]1.C(N(C(C)C)CC)(C)C.